From a dataset of NCI-60 drug combinations with 297,098 pairs across 59 cell lines. Regression. Given two drug SMILES strings and cell line genomic features, predict the synergy score measuring deviation from expected non-interaction effect. Drug 1: COC1=C(C=C2C(=C1)N=CN=C2NC3=CC(=C(C=C3)F)Cl)OCCCN4CCOCC4. Drug 2: COC1=NC(=NC2=C1N=CN2C3C(C(C(O3)CO)O)O)N. Cell line: MDA-MB-435. Synergy scores: CSS=18.3, Synergy_ZIP=-1.45, Synergy_Bliss=10.7, Synergy_Loewe=-0.285, Synergy_HSA=6.82.